This data is from Full USPTO retrosynthesis dataset with 1.9M reactions from patents (1976-2016). The task is: Predict the reactants needed to synthesize the given product. (1) Given the product [CH2:24]([O:23][C:20](=[O:22])[CH2:21][C:16](=[O:3])[C:15]([C:9]1[CH:10]=[CH:11][C:12]([O:13][CH3:14])=[C:7]([Br:6])[CH:8]=1)([CH3:19])[CH3:18])[CH3:25], predict the reactants needed to synthesize it. The reactants are: CS(O)(=O)=[O:3].[Br:6][C:7]1[CH:8]=[C:9]([C:15]([CH3:19])([CH3:18])[C:16]#N)[CH:10]=[CH:11][C:12]=1[O:13][CH3:14].[C:20]([O:23][CH2:24][CH2:25]Br)(=[O:22])[CH3:21].Cl. (2) Given the product [O:14]1[C:15]2[CH:20]=[CH:19][CH:18]=[CH:17][C:16]=2[C:12]([C:10]2[CH:11]=[C:6]([Cl:5])[CH:7]=[CH:8][C:9]=2[OH:21])=[N:13]1, predict the reactants needed to synthesize it. The reactants are: B(Br)(Br)Br.[Cl:5][C:6]1[CH:7]=[CH:8][C:9]([O:21]C)=[C:10]([C:12]2[C:16]3[CH:17]=[CH:18][CH:19]=[CH:20][C:15]=3[O:14][N:13]=2)[CH:11]=1.CCCCCC.CCOC(C)=O. (3) The reactants are: [Cl:1][C:2]1[CH:3]=[C:4]2[C:8](=[CH:9][CH:10]=1)[NH:7][CH:6]=[C:5]2[CH2:11][CH2:12][NH:13][C:14](=[O:22])[C:15]1[CH:20]=[CH:19][C:18](I)=[CH:17][CH:16]=1.[CH3:23][O:24][C:25]1[CH:30]=[CH:29][CH:28]=[CH:27][C:26]=1B(O)O.C(=O)([O-])[O-].[Na+].[Na+]. Given the product [Cl:1][C:2]1[CH:3]=[C:4]2[C:8](=[CH:9][CH:10]=1)[NH:7][CH:6]=[C:5]2[CH2:11][CH2:12][NH:13][C:14]([C:15]1[CH:20]=[CH:19][C:18]([C:26]2[CH:27]=[CH:28][CH:29]=[CH:30][C:25]=2[O:24][CH3:23])=[CH:17][CH:16]=1)=[O:22], predict the reactants needed to synthesize it. (4) Given the product [CH3:19][NH:18][C:16]1[CH:15]=[CH:14][N:13]2[CH:20]=[C:10]([C:4]3[O:8][C:7]([CH3:6])=[CH:2][CH:3]=3)[N:11]=[C:12]2[CH:17]=1, predict the reactants needed to synthesize it. The reactants are: F[C:2]1[CH:3]=[C:4]([C:10]2[N:11]=[C:12]3[CH:17]=[C:16]([NH:18][CH3:19])[CH:15]=[CH:14][N:13]3[CH:20]=2)C=[CH:6][C:7]=1[O:8]C.CNC1C=CN=C(N)C=1.BrCC(C1OC(C)=CC=1)=O. (5) Given the product [ClH:1].[Cl:1][C:2]1[CH:3]=[CH:4][C:5]([C:8]2[N:9]=[C:10]3[CH:15]=[CH:14][C:13]([B:16]([OH:20])[OH:17])=[CH:12][N:11]3[CH:25]=2)=[CH:6][CH:7]=1, predict the reactants needed to synthesize it. The reactants are: [Cl:1][C:2]1[CH:7]=[CH:6][C:5]([C:8]2[N:9]=[C:10]3[CH:15]=[CH:14][C:13]([B:16]4[O:20]C(C)(C)C(C)(C)[O:17]4)=[CH:12][N:11]3[CH:25]=2)=[CH:4][CH:3]=1.Cl. (6) Given the product [C:1]1([C@H:7]([NH:10][C:12]2[N:20]=[CH:19][N:18]=[C:17]3[C:13]=2[NH:14][CH:15]=[N:16]3)[CH3:8])[CH:2]=[CH:3][CH:4]=[CH:5][CH:6]=1, predict the reactants needed to synthesize it. The reactants are: [C:1]1([C@H:7]([NH2:10])[CH2:8]C)[CH:6]=[CH:5][CH:4]=[CH:3][CH:2]=1.Cl[C:12]1[N:20]=[CH:19][N:18]=[C:17]2[C:13]=1[NH:14][CH:15]=[N:16]2. (7) Given the product [C:22]([CH:19]1[CH2:18][CH2:17][CH:16]([C:13]2[CH:14]=[CH:15][C:10]([CH2:9][OH:8])=[CH:11][C:12]=2[N:26]2[CH2:31][CH2:30][N:29]([CH2:32][CH2:33][CH2:34][CH3:35])[CH2:28][CH2:27]2)[CH2:21][CH2:20]1)([CH3:25])([CH3:24])[CH3:23], predict the reactants needed to synthesize it. The reactants are: [H-].[Al+3].[Li+].[H-].[H-].[H-].C[O:8][C:9](=O)[C:10]1[CH:15]=[CH:14][C:13]([CH:16]2[CH2:21][CH2:20][CH:19]([C:22]([CH3:25])([CH3:24])[CH3:23])[CH2:18][CH2:17]2)=[C:12]([N:26]2[CH2:31][CH2:30][N:29]([CH2:32][CH2:33][CH2:34][CH3:35])[CH2:28][CH2:27]2)[CH:11]=1.[F-].[Na+].O. (8) Given the product [NH2:1][CH2:2][CH:3]([C:5]1[CH:10]=[CH:9][C:8]([F:11])=[CH:7][CH:6]=1)[OH:4], predict the reactants needed to synthesize it. The reactants are: [NH2:1][CH2:2][C:3]([C:5]1[CH:10]=[CH:9][C:8]([F:11])=[CH:7][CH:6]=1)=[O:4].[BH4-].[Na+]. (9) The reactants are: [NH2:1][C:2]1[C:3]([F:10])=[CH:4][C:5]([Cl:9])=[C:6]([OH:8])[CH:7]=1.Cl[C:12]1[CH:17]=[CH:16][C:15]([N+:18]([O-:20])=[O:19])=[CH:14][N:13]=1.C(=O)([O-])[O-].[K+].[K+].[Cl-].[NH4+]. Given the product [Cl:9][C:5]1[C:6]([O:8][C:12]2[CH:17]=[CH:16][C:15]([N+:18]([O-:20])=[O:19])=[CH:14][N:13]=2)=[CH:7][C:2]([NH2:1])=[C:3]([F:10])[CH:4]=1, predict the reactants needed to synthesize it.